From a dataset of Forward reaction prediction with 1.9M reactions from USPTO patents (1976-2016). Predict the product of the given reaction. (1) Given the reactants C(OC)(=O)CCCCC=C.[C:11]([S:15]([N:17]=[CH:18][CH2:19][CH2:20][CH2:21][CH2:22][C:23]([O:25][CH2:26]C)=[O:24])=[O:16])([CH3:14])([CH3:13])[CH3:12], predict the reaction product. The product is: [C:11]([S:15]([N:17]=[CH:18][CH2:19][CH2:20][CH2:21][CH2:22][C:23]([O:25][CH3:26])=[O:24])=[O:16])([CH3:14])([CH3:13])[CH3:12]. (2) Given the reactants [Cl:1][C:2]1[CH:3]=[C:4]2[C:9](=[CH:10][C:11]=1F)[O:8][CH:7]([C:13]([F:16])([F:15])[F:14])[C:6]([C:17]([O:19]CC)=[O:18])=[CH:5]2.[OH:22][C:23]1[CH:28]=[CH:27][C:26]([CH2:29][CH2:30][C:31]([O:33]C)=[O:32])=[CH:25][CH:24]=1, predict the reaction product. The product is: [C:31]([CH2:30][CH2:29][C:26]1[CH:25]=[CH:24][C:23]([O:22][C:11]2[CH:10]=[C:9]3[C:4]([CH:5]=[C:6]([C:17]([OH:19])=[O:18])[CH:7]([C:13]([F:16])([F:14])[F:15])[O:8]3)=[CH:3][C:2]=2[Cl:1])=[CH:28][CH:27]=1)([OH:33])=[O:32].